From a dataset of Full USPTO retrosynthesis dataset with 1.9M reactions from patents (1976-2016). Predict the reactants needed to synthesize the given product. (1) Given the product [C:1]([N:4]1[CH2:9][CH2:8][N:7]([C:18](=[O:19])[NH:17][C:14]2[CH:15]=[CH:16][C:11]([F:10])=[CH:12][CH:13]=2)[CH2:6][CH2:5]1)(=[O:3])[CH3:2], predict the reactants needed to synthesize it. The reactants are: [C:1]([N:4]1[CH2:9][CH2:8][NH:7][CH2:6][CH2:5]1)(=[O:3])[CH3:2].[F:10][C:11]1[CH:16]=[CH:15][C:14]([N:17]=[C:18]=[O:19])=[CH:13][CH:12]=1. (2) Given the product [CH3:10][N:8]1[CH2:7][CH2:6][CH:5]([C:11]2[CH:16]=[CH:15][C:14]([NH:17][C:18](=[O:27])[O:19][CH2:20][C:21]3[CH:22]=[CH:23][CH:24]=[CH:25][CH:26]=3)=[C:13]([O:28][CH:29]([CH3:30])[CH3:31])[CH:12]=2)[C:4](=[O:3])[CH2:9]1, predict the reactants needed to synthesize it. The reactants are: Cl.C[O:3][C:4]1[CH2:9][N:8]([CH3:10])[CH2:7][CH2:6][C:5]=1[C:11]1[CH:16]=[CH:15][C:14]([NH:17][C:18](=[O:27])[O:19][CH2:20][C:21]2[CH:26]=[CH:25][CH:24]=[CH:23][CH:22]=2)=[C:13]([O:28][CH:29]([CH3:31])[CH3:30])[CH:12]=1. (3) The reactants are: Cl[C:2]1[N:7]2[N:8]=[C:9]([C:11]([F:14])([F:13])[CH3:12])[N:10]=[C:6]2[N:5]=[C:4]([CH3:15])[CH:3]=1.[NH2:16][C:17]1[CH:22]=[C:21]([F:23])[C:20]([C:24]([F:27])([F:26])[F:25])=[C:19]([F:28])[CH:18]=1. Given the product [F:13][C:11]([C:9]1[N:10]=[C:6]2[N:5]=[C:4]([CH3:15])[CH:3]=[C:2]([NH:16][C:17]3[CH:18]=[C:19]([F:28])[C:20]([C:24]([F:27])([F:25])[F:26])=[C:21]([F:23])[CH:22]=3)[N:7]2[N:8]=1)([F:14])[CH3:12], predict the reactants needed to synthesize it. (4) Given the product [CH2:8]([C@@H:9]1[CH2:11][C@H:10]1[C:27]([OH:26])([CH3:28])[CH3:18])[CH2:7][CH2:6][CH2:5][CH2:4][CH3:3], predict the reactants needed to synthesize it. The reactants are: C[Li].[C:3](OC)(=O)/[CH:4]=[CH:5]/[CH2:6][CH2:7][CH2:8][CH2:9][CH2:10][CH3:11].BrCBr.[C:18]([Mg]Cl)(C)(C)C.C([O:26][CH2:27][CH3:28])C. (5) The reactants are: [CH:1]1([CH:7]([C:9]2[C:10]([CH3:22])=[N:11][N:12]([C:14]3[CH:19]=[CH:18][C:17]([O:20][CH3:21])=[CH:16][CH:15]=3)[CH:13]=2)O)[CH2:6][CH2:5][CH2:4][CH2:3][CH2:2]1.[NH2:23][C:24]1[CH:29]=[CH:28][C:27]([C:30]([NH:32][CH2:33][CH2:34][C:35]([O:37]CC)=[O:36])=[O:31])=[CH:26][CH:25]=1. Given the product [CH:1]1([CH:7]([NH:23][C:24]2[CH:25]=[CH:26][C:27]([C:30]([NH:32][CH2:33][CH2:34][C:35]([OH:37])=[O:36])=[O:31])=[CH:28][CH:29]=2)[C:9]2[C:10]([CH3:22])=[N:11][N:12]([C:14]3[CH:19]=[CH:18][C:17]([O:20][CH3:21])=[CH:16][CH:15]=3)[CH:13]=2)[CH2:6][CH2:5][CH2:4][CH2:3][CH2:2]1, predict the reactants needed to synthesize it. (6) Given the product [CH3:1][O:12][C:11](=[O:13])[C:10]1[C:14]([NH:18][C:19]2[CH:24]=[CH:23][CH:22]=[CH:21][C:20]=2[F:25])=[CH:15][N:16]=[CH:17][C:9]=1[Br:8], predict the reactants needed to synthesize it. The reactants are: [CH3:1][Si](C=[N+]=[N-])(C)C.[Br:8][C:9]1[CH:17]=[N:16][CH:15]=[C:14]([NH:18][C:19]2[CH:24]=[CH:23][CH:22]=[CH:21][C:20]=2[F:25])[C:10]=1[C:11]([OH:13])=[O:12]. (7) Given the product [F:14][C:15]([F:27])([F:28])[C:16]1[CH:17]=[C:18]([NH:19][C:9](=[O:11])[C:8]2[CH:12]=[C:4]([N+:1]([O-:3])=[O:2])[CH:5]=[CH:6][C:7]=2[OH:13])[CH:20]=[C:21]([C:23]([F:24])([F:26])[F:25])[CH:22]=1, predict the reactants needed to synthesize it. The reactants are: [N+:1]([C:4]1[CH:12]=[C:8]([C:9]([OH:11])=O)[C:7]([OH:13])=[CH:6][CH:5]=1)([O-:3])=[O:2].[F:14][C:15]([F:28])([F:27])[C:16]1[CH:17]=[C:18]([CH:20]=[C:21]([C:23]([F:26])([F:25])[F:24])[CH:22]=1)[NH2:19].